The task is: Predict the product of the given reaction.. This data is from Forward reaction prediction with 1.9M reactions from USPTO patents (1976-2016). (1) Given the reactants [NH2:1][C@@H:2]([CH2:7][C:8]1[CH:13]=[CH:12][C:11]([O:14][P:15]([OH:18])([OH:17])=[O:16])=[C:10]([OH:19])[CH:9]=1)[C:3]([O:5]C)=[O:4].[OH-].[Na+], predict the reaction product. The product is: [NH2:1][C@@H:2]([CH2:7][C:8]1[CH:13]=[CH:12][C:11]([O:14][P:15]([OH:18])([OH:17])=[O:16])=[C:10]([OH:19])[CH:9]=1)[C:3]([OH:5])=[O:4]. (2) Given the reactants [Br:1][C:2]1[C:14]([F:15])=[CH:13][C:5]2[O:6][C:7]([CH3:12])([CH3:11])[C:8](=O)[NH:9][C:4]=2[CH:3]=1.CSC, predict the reaction product. The product is: [Br:1][C:2]1[C:14]([F:15])=[CH:13][C:5]2[O:6][C:7]([CH3:12])([CH3:11])[CH2:8][NH:9][C:4]=2[CH:3]=1. (3) Given the reactants N1[CH:5]=[CH:4][CH:3]=N1.C(O[C:9]([C:11]1[C:15]([CH3:16])=[C:14]([NH2:17])[N:13]([C:18]2[CH:23]=[CH:22][CH:21]=[CH:20][N:19]=2)[N:12]=1)=[O:10])C.C(OC(=O)[C:28](=[O:33])[CH:29]([C:31]#N)[CH3:30])C.[ClH:35].Cl.N(C1C=CC=CN=1)N.NC1N(C(OC(C)(C)C)=O)N=C(C(OC)=O)C=1.[NH2:62][CH:63]1[C:69](=[O:70])[NH:68][C:67]2[CH:71]=[CH:72][CH:73]=[CH:74][C:66]=2[C:65]([C:75]2[CH:80]=[CH:79][CH:78]=[CH:77][CH:76]=2)=[N:64]1, predict the reaction product. The product is: [O:70]=[C:69]1[NH:68][C:67]2[CH:71]=[CH:72][CH:73]=[CH:74][C:66]=2[C:65]([C:75]2[CH:76]=[CH:77][CH:78]=[CH:79][CH:80]=2)=[N:64][CH:63]1[NH:62][C:9]([C:11]1[C:15]([CH3:16])=[C:14]([NH:17][C:28](=[O:33])[C:29]2[CH:31]=[CH:5][CH:4]=[CH:3][C:30]=2[Cl:35])[N:13]([C:18]2[CH:23]=[CH:22][CH:21]=[CH:20][N:19]=2)[N:12]=1)=[O:10]. (4) Given the reactants Cl[C:2]1[N:7]=[C:6]([N:8]2[CH2:13][CH2:12][N:11]([CH3:14])[CH2:10][CH2:9]2)[N:5]=[C:4]([NH:15][CH3:16])[N:3]=1.[NH2:17][CH:18]1[CH2:23][CH2:22][CH2:21][CH:20]([C:24]([NH:26][CH2:27][C:28]2[CH:33]=[CH:32][CH:31]=[CH:30][C:29]=2[C:34]([F:37])([F:36])[F:35])=[O:25])[CH2:19]1.C(O)(C(F)(F)F)=O.[OH-].[Na+], predict the reaction product. The product is: [CH3:16][NH:15][C:4]1[N:5]=[C:6]([N:8]2[CH2:13][CH2:12][N:11]([CH3:14])[CH2:10][CH2:9]2)[N:7]=[C:2]([NH:17][CH:18]2[CH2:23][CH2:22][CH2:21][CH:20]([C:24]([NH:26][CH2:27][C:28]3[CH:33]=[CH:32][CH:31]=[CH:30][C:29]=3[C:34]([F:35])([F:36])[F:37])=[O:25])[CH2:19]2)[N:3]=1.